From a dataset of Full USPTO retrosynthesis dataset with 1.9M reactions from patents (1976-2016). Predict the reactants needed to synthesize the given product. (1) Given the product [Cl:9][C:4]1[CH:3]=[C:2]([O:11][CH3:10])[CH:8]=[CH:7][C:5]=1[NH2:6], predict the reactants needed to synthesize it. The reactants are: Br[C:2]1[CH:8]=[CH:7][C:5]([NH2:6])=[C:4]([Cl:9])[CH:3]=1.[CH3:10][O-:11].[Na+].Cl. (2) Given the product [BrH:13].[N+:23]([C:20]1[CH:21]=[CH:22][C:17]([C:15]2[N:11]=[C:10]([C:8]3[CH:7]=[CH:6][N:5]=[C:4]([CH2:1][CH2:2][CH3:3])[CH:9]=3)[S:12][CH:14]=2)=[CH:18][CH:19]=1)([O-:25])=[O:24], predict the reactants needed to synthesize it. The reactants are: [CH2:1]([C:4]1[CH:9]=[C:8]([C:10](=[S:12])[NH2:11])[CH:7]=[CH:6][N:5]=1)[CH2:2][CH3:3].[Br:13][CH2:14][C:15]([C:17]1[CH:22]=[CH:21][C:20]([N+:23]([O-:25])=[O:24])=[CH:19][CH:18]=1)=O.